Dataset: M1 muscarinic receptor antagonist screen with 61,756 compounds. Task: Binary Classification. Given a drug SMILES string, predict its activity (active/inactive) in a high-throughput screening assay against a specified biological target. (1) The drug is OC1(c2c(N(C1=O)C)cccc2)CC(=O)c1cc(n2cccc2)ccc1. The result is 0 (inactive). (2) The drug is O=c1[nH]c(cc(n1)c1ccccc1)C. The result is 0 (inactive).